Dataset: Full USPTO retrosynthesis dataset with 1.9M reactions from patents (1976-2016). Task: Predict the reactants needed to synthesize the given product. (1) The reactants are: [F:1][C:2]1[CH:7]=[CH:6][C:5]([C:8](=[O:10])[CH3:9])=[CH:4][CH:3]=1.[C:11](OCC)(=[O:17])[C:12]([O:14][CH2:15][CH3:16])=[O:13]. Given the product [CH2:15]([O:14][C:12](=[O:13])[C:11](=[O:17])[CH2:9][C:8]([C:5]1[CH:6]=[CH:7][C:2]([F:1])=[CH:3][CH:4]=1)=[O:10])[CH3:16], predict the reactants needed to synthesize it. (2) Given the product [O:10]1[C:11]2[CH:17]=[CH:16][CH:15]=[CH:14][C:12]=2[N:13]=[C:9]1[C:6]1[CH:7]=[CH:8][C:3]([CH:2]([CH2:2][C:3]2[CH:8]=[CH:7][C:38]([C:37]3[O:36][C:35]4[CH:34]=[CH:16][CH:17]=[CH:11][C:12]=4[N:13]=3)=[CH:5][C:4]=2[Cl:18])[C:19]#[N:20])=[C:4]([Cl:18])[CH:5]=1, predict the reactants needed to synthesize it. The reactants are: Br[CH2:2][C:3]1[CH:8]=[CH:7][C:6]([C:9]2[O:10][C:11]3[CH:17]=[CH:16][CH:15]=[CH:14][C:12]=3[N:13]=2)=[CH:5][C:4]=1[Cl:18].[C-:19]#[N:20].[K+].[CH2:34]1O[CH2:38][CH2:37][O:36][CH2:35][CH2:34]O[CH2:38][CH2:37][O:36][CH2:35][CH2:34]O[CH2:38][CH2:37][O:36][CH2:35]1.O. (3) Given the product [CH3:14][C:13]1([CH3:15])[O:4][C@@H:3]2[C@@H:5]([C@@H:7]([CH2:9][OH:10])[O:8][CH:2]2[OH:1])[O:6]1, predict the reactants needed to synthesize it. The reactants are: [O:1]=[CH:2][C@@H:3]([C@@H:5]([C@@H:7]([CH2:9][OH:10])[OH:8])[OH:6])[OH:4].CO[C:13](OC)([CH3:15])[CH3:14]. (4) The reactants are: [C:1]([CH:9]1[CH2:15][CH2:14][O:13][C:12]2[CH:16]=[C:17]([N:20]3[CH2:24][C@H:23]([CH2:25][NH:26][C:27](=[O:29])[CH3:28])[O:22][C:21]3=[O:30])[CH:18]=[CH:19][C:11]=2[C:10]1=O)(=O)[C:2]1[CH:7]=[CH:6][CH:5]=[CH:4][CH:3]=1.O.[NH2:33][NH2:34]. Given the product [O:30]=[C:21]1[N:20]([C:17]2[CH:18]=[CH:19][C:11]3[C:10]4[NH:33][N:34]=[C:1]([C:2]5[CH:3]=[CH:4][CH:5]=[CH:6][CH:7]=5)[C:9]=4[CH2:15][CH2:14][O:13][C:12]=3[CH:16]=2)[CH2:24][C@H:23]([CH2:25][NH:26][C:27](=[O:29])[CH3:28])[O:22]1, predict the reactants needed to synthesize it. (5) Given the product [Cl:1][C:2]1[CH:3]=[C:4]([C:12]2[O:16][N:15]=[C:14]([C:17]3[CH:18]=[CH:19][CH:20]=[C:21]4[C:25]=3[N:24]([CH3:26])[CH:23]=[C:22]4[CH2:27][CH2:28][OH:29])[N:13]=2)[CH:5]=[CH:6][C:7]=1[O:8][CH:9]([CH3:10])[CH3:11], predict the reactants needed to synthesize it. The reactants are: [Cl:1][C:2]1[CH:3]=[C:4]([C:12]2[O:16][N:15]=[C:14]([C:17]3[CH:18]=[CH:19][CH:20]=[C:21]4[C:25]=3[N:24]([CH3:26])[CH:23]=[C:22]4[CH2:27][CH:28]=[O:29])[N:13]=2)[CH:5]=[CH:6][C:7]=1[O:8][CH:9]([CH3:11])[CH3:10].[BH4-].[Na+]. (6) The reactants are: C([Li])CCC.[Cl:6][C:7]1[C:12]([O:13][CH2:14][O:15][CH3:16])=[CH:11][CH:10]=[CH:9][N:8]=1.[I:17]I.[Cl-].[NH4+]. Given the product [Cl:6][C:7]1[C:12]([O:13][CH2:14][O:15][CH3:16])=[C:11]([I:17])[CH:10]=[CH:9][N:8]=1, predict the reactants needed to synthesize it. (7) Given the product [CH2:1]([O:3][C:4](=[O:24])[CH2:5][O:6][C:7]1[CH:12]=[CH:11][C:10]([S:13][CH2:14][C:15]2[CH:16]=[C:17]([C:33]#[C:32][CH2:31][C:25]3[CH:30]=[CH:29][CH:28]=[CH:27][CH:26]=3)[CH:18]=[C:19]([OH:21])[CH:20]=2)=[CH:9][C:8]=1[CH3:23])[CH3:2], predict the reactants needed to synthesize it. The reactants are: [CH2:1]([O:3][C:4](=[O:24])[CH2:5][O:6][C:7]1[CH:12]=[CH:11][C:10]([S:13][CH2:14][C:15]2[CH:20]=[C:19]([OH:21])[CH:18]=[C:17](Br)[CH:16]=2)=[CH:9][C:8]=1[CH3:23])[CH3:2].[C:25]1([CH2:31][C:32]#[CH:33])[CH:30]=[CH:29][CH:28]=[CH:27][CH:26]=1. (8) Given the product [C:1]([C:5]1[CH:12]=[CH:11][C:8]([CH:9]=[CH:13][C:14](=[O:15])[CH:16]=[CH:9][C:8]2[CH:11]=[CH:12][C:5]([C:1]([O:3][CH3:4])=[O:17])=[CH:6][CH:7]=2)=[CH:7][CH:6]=1)([O:3][CH3:4])=[O:2], predict the reactants needed to synthesize it. The reactants are: [C:1]([C:5]1[CH:12]=[CH:11][C:8]([CH:9]=O)=[CH:7][CH:6]=1)([O:3][CH3:4])=[O:2].[CH3:13][C:14]([CH3:16])=[O:15].[OH-:17].[Na+]. (9) Given the product [CH3:19][O:5][C:4](=[O:6])[C:3]1[CH:7]=[C:8]([N+:11]([O-:13])=[O:12])[CH:9]=[CH:10][C:2]=1[CH3:1], predict the reactants needed to synthesize it. The reactants are: [CH3:1][C:2]1[CH:10]=[CH:9][C:8]([N+:11]([O-:13])=[O:12])=[CH:7][C:3]=1[C:4]([OH:6])=[O:5].OS(O)(=O)=O.[CH3:19]O. (10) Given the product [Cl:1][C:2]1[CH:3]=[CH:4][C:5]([O:28][S:41]([C:40]([F:53])([F:52])[F:39])(=[O:43])=[O:42])=[C:6]2[C:11]=1[N:10]=[C:9]([CH:12]([CH3:13])[CH3:14])[C:8]([CH2:15][C:16]1[CH:21]=[CH:20][C:19]([N:22]3[CH:26]=[CH:25][CH:24]=[N:23]3)=[CH:18][CH:17]=1)=[C:7]2[CH3:27], predict the reactants needed to synthesize it. The reactants are: [Cl:1][C:2]1[C:11]2[N:10]=[C:9]([CH:12]([CH3:14])[CH3:13])[C:8]([CH2:15][C:16]3[CH:21]=[CH:20][C:19]([N:22]4[CH:26]=[CH:25][CH:24]=[N:23]4)=[CH:18][CH:17]=3)=[C:7]([CH3:27])[C:6]=2[C:5]([OH:28])=[CH:4][CH:3]=1.ClCCl.C(N(CC)CC)C.[F:39][C:40]([F:53])([F:52])[S:41](O[S:41]([C:40]([F:53])([F:52])[F:39])(=[O:43])=[O:42])(=[O:43])=[O:42].